From a dataset of hERG Central: cardiac toxicity at 1µM, 10µM, and general inhibition. Predict hERG channel inhibition at various concentrations. (1) The drug is O=C(Nc1nc2ccccc2n1CCN1CCCCC1)C1CCCCC1. Results: hERG_inhib (hERG inhibition (general)): blocker. (2) The compound is COc1ccc(OCC(=O)NNC(=O)C2CCN(c3ncnc4sc(C)c(C)c34)CC2)cc1. Results: hERG_inhib (hERG inhibition (general)): blocker. (3) The compound is CCN(CC)CCOC(c1ccccc1)c1ccc(C)cc1.Cl. Results: hERG_inhib (hERG inhibition (general)): blocker. (4) The drug is COC(=O)CSc1nnc(-c2cccs2)n1-c1ccc(Cl)cc1. Results: hERG_inhib (hERG inhibition (general)): blocker. (5) The compound is CCCCn1c(SCC(=O)N2CCOCC2)nc2ccccc2c1=O. Results: hERG_inhib (hERG inhibition (general)): blocker. (6) The molecule is CCC(C)[C@H](N)c1nnc(SCC(=O)c2ccc(Cl)cc2)o1. Results: hERG_inhib (hERG inhibition (general)): blocker.